This data is from Forward reaction prediction with 1.9M reactions from USPTO patents (1976-2016). The task is: Predict the product of the given reaction. (1) Given the reactants ClC(Cl)(O[C:5](=[O:11])OC(Cl)(Cl)Cl)Cl.C(N(CC)CC)C.[NH:20]1[CH2:25][CH2:24][CH:23]([CH2:26][N:27]2[C:35]3[C:30](=[CH:31][C:32]([C:36]4[CH:37]=[N:38][N:39]([CH:41]5[CH2:46][CH2:45][CH2:44][CH2:43][O:42]5)[CH:40]=4)=[CH:33][CH:34]=3)[CH:29]=[CH:28]2)[CH2:22][CH2:21]1.[CH2:47]([NH2:54])[C:48]1[CH:53]=[CH:52][CH:51]=[CH:50][CH:49]=1.C(=O)(O)[O-].[Na+], predict the reaction product. The product is: [CH2:47]([NH:54][C:5]([N:20]1[CH2:25][CH2:24][CH:23]([CH2:26][N:27]2[C:35]3[C:30](=[CH:31][C:32]([C:36]4[CH:37]=[N:38][N:39]([CH:41]5[CH2:46][CH2:45][CH2:44][CH2:43][O:42]5)[CH:40]=4)=[CH:33][CH:34]=3)[CH:29]=[CH:28]2)[CH2:22][CH2:21]1)=[O:11])[C:48]1[CH:53]=[CH:52][CH:51]=[CH:50][CH:49]=1. (2) Given the reactants [C:1]([C:4]1[C:13]2[C:8](=[CH:9][CH:10]=[CH:11][CH:12]=2)[N:7]=[C:6]([C:14]2[CH:19]=[CH:18][CH:17]=[CH:16][CH:15]=2)[C:5]=1[CH3:20])([OH:3])=[O:2].[C:21](Cl)(=O)C(Cl)=O.C(OCC)(=O)C.C([O-])(O)=O.[Na+], predict the reaction product. The product is: [CH3:21][O:2][C:1]([C:4]1[C:13]2[C:8](=[CH:9][CH:10]=[CH:11][CH:12]=2)[N:7]=[C:6]([C:14]2[CH:19]=[CH:18][CH:17]=[CH:16][CH:15]=2)[C:5]=1[CH3:20])=[O:3]. (3) Given the reactants Cl.[CH3:2][O:3][CH2:4][C:5]1[CH:10]=[C:9]([C:11]2[O:15][N:14]=[C:13]([C:16]3[CH:17]=[CH:18][C:19]([C:22]([OH:24])=O)=[N:20][CH:21]=3)[N:12]=2)[CH:8]=[CH:7][C:6]=1[C:25]1[CH:30]=[CH:29][CH:28]=[CH:27][C:26]=1[CH3:31].C(Cl)(=O)C(Cl)=O.[NH3:38].O1CCOCC1, predict the reaction product. The product is: [CH3:2][O:3][CH2:4][C:5]1[CH:10]=[C:9]([C:11]2[O:15][N:14]=[C:13]([C:16]3[CH:17]=[CH:18][C:19]([C:22]([NH2:38])=[O:24])=[N:20][CH:21]=3)[N:12]=2)[CH:8]=[CH:7][C:6]=1[C:25]1[CH:30]=[CH:29][CH:28]=[CH:27][C:26]=1[CH3:31]. (4) Given the reactants [C:1]1(=[O:11])[O:6][C:4](=[O:5])[C:3]2[CH2:7][CH2:8][CH2:9][CH2:10][C:2]1=2.C[Si]([N:16]([Si](C)(C)C)[C:17]1[CH:18]=[C:19]([Mg]Cl)[CH:20]=[CH:21][CH:22]=1)(C)C.[Cl-].[NH4+].S([O-])([O-])(=O)=O.[Mg+2].S(Cl)(Cl)=O.O1CCC[CH2:42]1, predict the reaction product. The product is: [NH2:16][C:17]1[CH:22]=[C:21]([C:4]2([O:5][CH3:42])[C:3]3[CH2:7][CH2:8][CH2:9][CH2:10][C:2]=3[C:1](=[O:11])[O:6]2)[CH:20]=[CH:19][CH:18]=1. (5) Given the reactants [C:1]([Si:5]([CH3:19])([CH3:18])[O:6][CH:7]1[CH2:12][CH2:11][CH2:10]/[C:9](=[CH:13]\N(C)C)/[C:8]1=O)([CH3:4])([CH3:3])[CH3:2].[N+]([O-])(O)=O.[N+]([O-])(O)=O.[CH3:28][O:29][C:30]1[CH:31]=[C:32]([NH:42][C:43]([NH2:45])=[NH:44])[CH:33]=[CH:34][C:35]=1[N:36]1[CH:40]=[C:39]([CH3:41])[N:38]=[CH:37]1, predict the reaction product. The product is: [C:1]([Si:5]([CH3:19])([CH3:18])[O:6][CH:7]1[C:8]2[N:45]=[C:43]([NH:42][C:32]3[CH:33]=[CH:34][C:35]([N:36]4[CH:40]=[C:39]([CH3:41])[N:38]=[CH:37]4)=[C:30]([O:29][CH3:28])[CH:31]=3)[N:44]=[CH:13][C:9]=2[CH2:10][CH2:11][CH2:12]1)([CH3:4])([CH3:3])[CH3:2]. (6) Given the reactants Br[C:2]1[CH:3]=[C:4]2[C:9](=[CH:10][CH:11]=1)[N:8]=[CH:7][CH:6]=[N:5]2.[Cl-].[Li+].[CH2:14](C([Sn])=C(CCCC)CCCC)[CH2:15]CC, predict the reaction product. The product is: [CH:14]([C:2]1[CH:3]=[C:4]2[C:9](=[CH:10][CH:11]=1)[N:8]=[CH:7][CH:6]=[N:5]2)=[CH2:15]. (7) Given the reactants [OH:1][C:2]1[CH:7]=[CH:6][C:5]([C:8](=[O:11])[CH2:9][CH3:10])=[CH:4][C:3]=1[O:12][CH3:13].CCN(CC)CC.[F:21][C:22]([F:35])([F:34])[S:23](O[S:23]([C:22]([F:35])([F:34])[F:21])(=[O:25])=[O:24])(=[O:25])=[O:24], predict the reaction product. The product is: [F:21][C:22]([F:35])([F:34])[S:23]([O:1][C:2]1[CH:7]=[CH:6][C:5]([C:8](=[O:11])[CH2:9][CH3:10])=[CH:4][C:3]=1[O:12][CH3:13])(=[O:25])=[O:24]. (8) Given the reactants Br[C:2]1[CH:3]=[C:4]2[C:9](=[CH:10][CH:11]=1)[CH:8]=[C:7]([C:12]([OH:14])=[O:13])[CH:6]=[CH:5]2.[CH3:15][O:16][C:17]1[CH:22]=[CH:21][C:20](B(O)O)=[CH:19][CH:18]=1.C1(P(C2C=CC=CC=2)C2C=CC=CC=2)C=CC=CC=1.C([O-])([O-])=O.[Na+].[Na+], predict the reaction product. The product is: [CH3:15][O:16][C:17]1[CH:22]=[CH:21][C:20]([C:2]2[CH:3]=[C:4]3[C:9](=[CH:10][CH:11]=2)[CH:8]=[C:7]([C:12]([OH:14])=[O:13])[CH:6]=[CH:5]3)=[CH:19][CH:18]=1. (9) Given the reactants Cl.[O:2]1[CH:6]=[CH:5][N:4]=[C:3]1[C:7]1[CH:13]=[CH:12][C:10]([NH2:11])=[CH:9][CH:8]=1.[CH:14](O)=O.C([O-])=O.[Na+].P(Cl)(Cl)(Cl)=O.C(N)=O.CCN(C(C)C)C(C)C, predict the reaction product. The product is: [N+:11]([C:10]1[CH:12]=[CH:13][C:7]([C:3]2[O:2][CH:6]=[CH:5][N:4]=2)=[CH:8][CH:9]=1)#[C-:14].